The task is: Regression. Given a peptide amino acid sequence and an MHC pseudo amino acid sequence, predict their binding affinity value. This is MHC class I binding data.. This data is from Peptide-MHC class I binding affinity with 185,985 pairs from IEDB/IMGT. (1) The MHC is HLA-B08:01 with pseudo-sequence HLA-B08:01. The peptide sequence is HSKKKCDEL. The binding affinity (normalized) is 0.174. (2) The peptide sequence is ATAAATEAY. The MHC is HLA-A02:12 with pseudo-sequence HLA-A02:12. The binding affinity (normalized) is 0.0847.